This data is from Forward reaction prediction with 1.9M reactions from USPTO patents (1976-2016). The task is: Predict the product of the given reaction. Given the reactants [F:1][C:2]([F:13])([F:12])[C:3]1[CH:11]=[C:10]2[C:6]([CH:7]=[CH:8][NH:9]2)=[CH:5][CH:4]=1.I[C:15]1[CH:20]=[CH:19][CH:18]=[CH:17][CH:16]=1, predict the reaction product. The product is: [C:15]1([N:9]2[C:10]3[C:6](=[CH:5][CH:4]=[C:3]([C:2]([F:1])([F:12])[F:13])[CH:11]=3)[CH:7]=[CH:8]2)[CH:20]=[CH:19][CH:18]=[CH:17][CH:16]=1.